Dataset: Reaction yield outcomes from USPTO patents with 853,638 reactions. Task: Predict the reaction yield, written as a fraction of the theoretical maximum amount of product (1.0 means a 100% yield; for example, 0.34 means a 34% yield). (1) The reactants are O.[OH-].[Li+].[C:4]1([C:10]2[N:15]=[CH:14][C:13]([C:16]3[S:17][CH:18]=[C:19]([C:21]([O:23]C(C)(C)C)=[O:22])[N:20]=3)=[CH:12][N:11]=2)[CH:9]=[CH:8][CH:7]=[CH:6][CH:5]=1. The catalyst is C(O)C.O.CN(C=O)C. The product is [C:4]1([C:10]2[N:15]=[CH:14][C:13]([C:16]3[S:17][CH:18]=[C:19]([C:21]([OH:23])=[O:22])[N:20]=3)=[CH:12][N:11]=2)[CH:5]=[CH:6][CH:7]=[CH:8][CH:9]=1. The yield is 0.870. (2) The reactants are [C:1]([O:5][C:6](=[O:26])[CH2:7][C@H:8]1[CH2:13][C@@H:12]([CH2:14][O:15]C(=O)C2C=CC=CC=2)[O:11][C:10]([CH3:25])([CH3:24])[O:9]1)([CH3:4])([CH3:3])[CH3:2].[OH-].[Na+].Cl. The catalyst is CO. The product is [C:1]([O:5][C:6](=[O:26])[CH2:7][C@H:8]1[CH2:13][C@@H:12]([CH2:14][OH:15])[O:11][C:10]([CH3:25])([CH3:24])[O:9]1)([CH3:2])([CH3:4])[CH3:3]. The yield is 0.900. (3) The product is [C:74]([O:73][C:71](=[O:72])[CH2:70][N:62]([CH2:63][C:64]1[CH:69]=[CH:68][CH:67]=[CH:66][N:65]=1)[CH2:61][CH2:60][CH2:59][CH2:58][C@@H:54]([C:55]([OH:57])=[O:56])[NH:53][C:20](=[O:21])[CH2:19][CH2:18][CH2:17][CH2:16][CH2:15][CH2:14][C:13](=[O:30])[NH:12][CH2:11][CH2:10][CH2:9][CH2:8][C@@H:7]([C:6]([O:5][C:1]([CH3:4])([CH3:3])[CH3:2])=[O:52])[NH:31][C:32](=[O:51])[NH:33][C@H:34]([C:35]([O:37][C:38]([CH3:39])([CH3:40])[CH3:41])=[O:36])[CH2:42][CH2:43][C:44](=[O:45])[O:46][C:47]([CH3:49])([CH3:50])[CH3:48])([CH3:77])([CH3:76])[CH3:75]. The yield is 0.320. The catalyst is CN(C=O)C. The reactants are [C:1]([O:5][C:6](=[O:52])[C@@H:7]([NH:31][C:32](=[O:51])[NH:33][C@@H:34]([CH2:42][CH2:43][C:44]([O:46][C:47]([CH3:50])([CH3:49])[CH3:48])=[O:45])[C:35]([O:37][C:38]([CH3:41])([CH3:40])[CH3:39])=[O:36])[CH2:8][CH2:9][CH2:10][CH2:11][NH:12][C:13](=[O:30])[CH2:14][CH2:15][CH2:16][CH2:17][CH2:18][CH2:19][C:20](ON1C(=O)CCC1=O)=[O:21])([CH3:4])([CH3:3])[CH3:2].[NH2:53][C@@H:54]([CH2:58][CH2:59][CH2:60][CH2:61][N:62]([CH2:70][C:71]([O:73][C:74]([CH3:77])([CH3:76])[CH3:75])=[O:72])[CH2:63][C:64]1[CH:69]=[CH:68][CH:67]=[CH:66][N:65]=1)[C:55]([OH:57])=[O:56].CCN(C(C)C)C(C)C. (4) The reactants are [Cl:1][C:2]1[S:6][C:5]([NH:7][S:8]([C:11]2[CH:20]=[CH:19][C:14]([C:15]([O:17]C)=[O:16])=[CH:13][CH:12]=2)(=[O:10])=[O:9])=[N:4][CH:3]=1.[OH-].[Li+]. The catalyst is O1CCOCC1.O. The product is [Cl:1][C:2]1[S:6][C:5]([NH:7][S:8]([C:11]2[CH:12]=[CH:13][C:14]([C:15]([OH:17])=[O:16])=[CH:19][CH:20]=2)(=[O:10])=[O:9])=[N:4][CH:3]=1. The yield is 0.980.